Dataset: Full USPTO retrosynthesis dataset with 1.9M reactions from patents (1976-2016). Task: Predict the reactants needed to synthesize the given product. (1) Given the product [F:19][C:20]1[CH:21]=[CH:22][C:23]([O:53][CH2:2][C:3]2[CH:8]=[CH:7][C:6]([C:9]([F:12])([F:11])[F:10])=[CH:5][CH:4]=2)=[C:24](/[CH:26]=[CH:27]/[CH:28]([CH2:41][CH2:42][C:43]2[CH:48]=[CH:47][C:46]([C:49]([O:51][CH3:52])=[O:50])=[CH:45][CH:44]=2)[CH2:29][CH2:30][C:31]2[CH:40]=[CH:39][C:34]([C:35]([O:37][CH3:38])=[O:36])=[CH:33][CH:32]=2)[CH:25]=1, predict the reactants needed to synthesize it. The reactants are: Br[CH2:2][C:3]1[CH:8]=[CH:7][C:6]([C:9]([F:12])([F:11])[F:10])=[CH:5][CH:4]=1.C(=O)([O-])[O-].[K+].[K+].[F:19][C:20]1[CH:21]=[CH:22][C:23]([OH:53])=[C:24](/[CH:26]=[CH:27]/[CH:28]([CH2:41][CH2:42][C:43]2[CH:48]=[CH:47][C:46]([C:49]([O:51][CH3:52])=[O:50])=[CH:45][CH:44]=2)[CH2:29][CH2:30][C:31]2[CH:40]=[CH:39][C:34]([C:35]([O:37][CH3:38])=[O:36])=[CH:33][CH:32]=2)[CH:25]=1. (2) Given the product [O:28]1[C:29]2[CH:37]=[CH:36][C:35]([CH2:38][N:19]3[CH2:20][CH2:21][C:16]([CH2:15][CH2:14][CH2:13][N:10]4[C:11]5[C:6](=[CH:5][CH:4]=[C:3]([O:2][CH3:1])[CH:12]=5)[CH:7]=[CH:8][C:9]4=[O:27])([C:22]([O:24][CH2:25][CH3:26])=[O:23])[CH2:17][CH2:18]3)=[CH:34][C:30]=2[O:31][CH2:32][CH2:33]1, predict the reactants needed to synthesize it. The reactants are: [CH3:1][O:2][C:3]1[CH:12]=[C:11]2[C:6]([CH:7]=[CH:8][C:9](=[O:27])[N:10]2[CH2:13][CH2:14][CH2:15][C:16]2([C:22]([O:24][CH2:25][CH3:26])=[O:23])[CH2:21][CH2:20][NH:19][CH2:18][CH2:17]2)=[CH:5][CH:4]=1.[O:28]1[CH2:33][CH2:32][O:31][C:30]2[CH:34]=[C:35]([CH:38]=O)[CH:36]=[CH:37][C:29]1=2.C(O[BH-](OC(=O)C)OC(=O)C)(=O)C.[Na+].C(=O)([O-])O.[Na+]. (3) Given the product [NH2:22][CH2:21][C:14]1[CH:13]=[CH:12][C:11]([C:7]([CH3:8])([CH3:10])[CH3:9])=[CH:20][C:15]=1[CH2:16][OH:17], predict the reactants needed to synthesize it. The reactants are: [H-].[Al+3].[Li+].[H-].[H-].[H-].[C:7]([C:11]1[CH:12]=[CH:13][C:14]([C:21]#[N:22])=[C:15]([CH:20]=1)[C:16](OC)=[O:17])([CH3:10])([CH3:9])[CH3:8].[OH-].[Na+]. (4) Given the product [NH:5]1[C:52]([C:47]2[CH:48]=[CH:49][CH:50]=[CH:51][C:46]=2[C:43]2[CH:44]=[CH:45][C:40]([CH2:39][C:23]3[C:24](=[O:38])[N:25]([C:29]4[N:30]=[C:31]([O:17][CH2:54][CH3:60])[CH:32]=[CH:33][N:34]=4)[C:26]([CH3:28])=[CH:27][C:22]=3[CH2:18][CH2:19][CH2:20][CH3:21])=[CH:41][CH:42]=2)=[N:53][N:7]=[N:6]1, predict the reactants needed to synthesize it. The reactants are: C[Si]([N:5]=[N+:6]=[N-:7])(C)C.C([Sn](=[O:17])CCCC)CCC.[CH2:18]([C:22]1[CH:27]=[C:26]([CH3:28])[N:25]([C:29]2[N:34]=[CH:33][C:32](OCC)=[CH:31][N:30]=2)[C:24](=[O:38])[C:23]=1[CH2:39][C:40]1[CH:45]=[CH:44][C:43]([C:46]2[C:47]([C:52]#[N:53])=[CH:48][CH:49]=[CH:50][CH:51]=2)=[CH:42][CH:41]=1)[CH2:19][CH2:20][CH3:21].[C:54]1([CH3:60])C=CC=CC=1. (5) The reactants are: [NH2:1][CH2:2][CH2:3][N:4]1[CH:8]=[CH:7][NH:6][C:5]1=[O:9].[Br:10][C:11]1[C:16]2[S:17][C:18]([C:20]3[C:25]([F:26])=[CH:24][N:23]=[C:22](Cl)[N:21]=3)=[CH:19][C:15]=2[CH:14]=[CH:13][CH:12]=1. Given the product [Br:10][C:11]1[C:16]2[S:17][C:18]([C:20]3[C:25]([F:26])=[CH:24][N:23]=[C:22]([NH:1][CH2:2][CH2:3][N:4]4[CH2:8][CH2:7][NH:6][C:5]4=[O:9])[N:21]=3)=[CH:19][C:15]=2[CH:14]=[CH:13][CH:12]=1, predict the reactants needed to synthesize it.